This data is from Peptide-MHC class II binding affinity with 134,281 pairs from IEDB. The task is: Regression. Given a peptide amino acid sequence and an MHC pseudo amino acid sequence, predict their binding affinity value. This is MHC class II binding data. The binding affinity (normalized) is 0.666. The peptide sequence is EKKYFAATTFEPLAA. The MHC is DRB1_0101 with pseudo-sequence DRB1_0101.